From a dataset of NCI-60 drug combinations with 297,098 pairs across 59 cell lines. Regression. Given two drug SMILES strings and cell line genomic features, predict the synergy score measuring deviation from expected non-interaction effect. Synergy scores: CSS=24.6, Synergy_ZIP=-4.96, Synergy_Bliss=-2.63, Synergy_Loewe=-15.9, Synergy_HSA=-3.64. Drug 2: CN1C2=C(C=C(C=C2)N(CCCl)CCCl)N=C1CCCC(=O)O.Cl. Drug 1: C1CC(C1)(C(=O)O)C(=O)O.[NH2-].[NH2-].[Pt+2]. Cell line: NCIH23.